Dataset: NCI-60 drug combinations with 297,098 pairs across 59 cell lines. Task: Regression. Given two drug SMILES strings and cell line genomic features, predict the synergy score measuring deviation from expected non-interaction effect. (1) Drug 1: CS(=O)(=O)C1=CC(=C(C=C1)C(=O)NC2=CC(=C(C=C2)Cl)C3=CC=CC=N3)Cl. Drug 2: CN(CC1=CN=C2C(=N1)C(=NC(=N2)N)N)C3=CC=C(C=C3)C(=O)NC(CCC(=O)O)C(=O)O. Cell line: IGROV1. Synergy scores: CSS=17.1, Synergy_ZIP=-3.80, Synergy_Bliss=-0.661, Synergy_Loewe=-24.7, Synergy_HSA=-1.17. (2) Drug 1: CN(C)C1=NC(=NC(=N1)N(C)C)N(C)C. Drug 2: COC1=C2C(=CC3=C1OC=C3)C=CC(=O)O2. Cell line: NCI/ADR-RES. Synergy scores: CSS=1.40, Synergy_ZIP=4.83, Synergy_Bliss=8.69, Synergy_Loewe=3.27, Synergy_HSA=3.77. (3) Drug 1: C1C(C(OC1N2C=NC3=C(N=C(N=C32)Cl)N)CO)O. Drug 2: C1CN1C2=NC(=NC(=N2)N3CC3)N4CC4. Cell line: 786-0. Synergy scores: CSS=33.9, Synergy_ZIP=-0.0543, Synergy_Bliss=2.90, Synergy_Loewe=-9.75, Synergy_HSA=1.99. (4) Drug 1: CS(=O)(=O)C1=CC(=C(C=C1)C(=O)NC2=CC(=C(C=C2)Cl)C3=CC=CC=N3)Cl. Drug 2: CC1C(C(CC(O1)OC2CC(OC(C2O)C)OC3=CC4=CC5=C(C(=O)C(C(C5)C(C(=O)C(C(C)O)O)OC)OC6CC(C(C(O6)C)O)OC7CC(C(C(O7)C)O)OC8CC(C(C(O8)C)O)(C)O)C(=C4C(=C3C)O)O)O)O. Cell line: OVCAR-5. Synergy scores: CSS=18.2, Synergy_ZIP=31.6, Synergy_Bliss=32.1, Synergy_Loewe=32.1, Synergy_HSA=31.2. (5) Drug 1: C1CC(C1)(C(=O)O)C(=O)O.[NH2-].[NH2-].[Pt+2]. Drug 2: C1CN1C2=NC(=NC(=N2)N3CC3)N4CC4. Cell line: NCI-H226. Synergy scores: CSS=6.65, Synergy_ZIP=-2.56, Synergy_Bliss=0.650, Synergy_Loewe=-2.99, Synergy_HSA=0.164. (6) Drug 1: CC12CCC3C(C1CCC2=O)CC(=C)C4=CC(=O)C=CC34C. Drug 2: CN(C(=O)NC(C=O)C(C(C(CO)O)O)O)N=O. Cell line: MOLT-4. Synergy scores: CSS=55.3, Synergy_ZIP=-0.0677, Synergy_Bliss=-0.883, Synergy_Loewe=-12.4, Synergy_HSA=-1.49. (7) Drug 1: CN1CCC(CC1)COC2=C(C=C3C(=C2)N=CN=C3NC4=C(C=C(C=C4)Br)F)OC. Drug 2: CN(CC1=CN=C2C(=N1)C(=NC(=N2)N)N)C3=CC=C(C=C3)C(=O)NC(CCC(=O)O)C(=O)O. Cell line: IGROV1. Synergy scores: CSS=60.5, Synergy_ZIP=-6.10, Synergy_Bliss=-2.86, Synergy_Loewe=-3.61, Synergy_HSA=-0.495. (8) Drug 1: COC1=NC(=NC2=C1N=CN2C3C(C(C(O3)CO)O)O)N. Drug 2: C1=NC(=NC(=O)N1C2C(C(C(O2)CO)O)O)N. Cell line: RXF 393. Synergy scores: CSS=15.7, Synergy_ZIP=-5.67, Synergy_Bliss=-2.28, Synergy_Loewe=-19.3, Synergy_HSA=-4.94. (9) Drug 1: CCCS(=O)(=O)NC1=C(C(=C(C=C1)F)C(=O)C2=CNC3=C2C=C(C=N3)C4=CC=C(C=C4)Cl)F. Drug 2: C1CC(C1)(C(=O)O)C(=O)O.[NH2-].[NH2-].[Pt+2]. Cell line: EKVX. Synergy scores: CSS=1.30, Synergy_ZIP=-1.55, Synergy_Bliss=3.36, Synergy_Loewe=1.27, Synergy_HSA=0.985.